This data is from Full USPTO retrosynthesis dataset with 1.9M reactions from patents (1976-2016). The task is: Predict the reactants needed to synthesize the given product. (1) Given the product [Si:5]([O:6][CH2:7][CH2:8][C:9]1[CH:10]=[CH:11][C:12]([C:15]2[S:16][CH:17]=[C:18](/[C:20](=[N:46]\[NH:45][S:42]([C:39]3[CH:40]=[CH:41][C:36]([CH3:35])=[CH:37][CH:38]=3)(=[O:43])=[O:44])/[CH3:21])[N:19]=2)=[N:13][CH:14]=1)([C:1]([CH3:2])([CH3:3])[CH3:4])([C:23]1[CH:24]=[CH:25][CH:26]=[CH:27][CH:28]=1)[C:29]1[CH:30]=[CH:31][CH:32]=[CH:33][CH:34]=1, predict the reactants needed to synthesize it. The reactants are: [C:1]([Si:5]([C:29]1[CH:34]=[CH:33][CH:32]=[CH:31][CH:30]=1)([C:23]1[CH:28]=[CH:27][CH:26]=[CH:25][CH:24]=1)[O:6][CH2:7][CH2:8][C:9]1[CH:10]=[CH:11][C:12]([C:15]2[S:16][CH:17]=[C:18]([C:20](=O)[CH3:21])[N:19]=2)=[N:13][CH:14]=1)([CH3:4])([CH3:3])[CH3:2].[CH3:35][C:36]1[CH:41]=[CH:40][C:39]([S:42]([NH:45][NH2:46])(=[O:44])=[O:43])=[CH:38][CH:37]=1. (2) Given the product [CH:20]1([NH:19][C:18]([C:15]2([CH2:27][C:28]3[CH:29]=[CH:30][C:31]([C:32](=[O:33])[N:45]([CH3:46])[CH3:44])=[CH:35][CH:36]=3)[CH2:16][CH2:17][N:12]([C:10](=[O:11])[C@@H:9]([NH2:8])[CH2:37][C:38]3[S:39][CH:40]=[CH:41][CH:42]=3)[CH2:13][CH2:14]2)=[O:26])[CH2:25][CH2:24][CH2:23][CH2:22][CH2:21]1, predict the reactants needed to synthesize it. The reactants are: C(OC([NH:8][CH:9]([CH2:37][C:38]1[S:39][CH:40]=[CH:41][CH:42]=1)[C:10]([N:12]1[CH2:17][CH2:16][C:15]([CH2:27][C:28]2[CH:36]=[CH:35][C:31]([C:32](O)=[O:33])=[CH:30][CH:29]=2)([C:18](=[O:26])[NH:19][CH:20]2[CH2:25][CH2:24][CH2:23][CH2:22][CH2:21]2)[CH2:14][CH2:13]1)=[O:11])=O)(C)(C)C.Cl.[CH3:44][NH:45][CH3:46].C(N(C(C)C)CC)(C)C.CN(C(ON1N=NC2C=CC=CC1=2)=[N+](C)C)C.F[P-](F)(F)(F)(F)F. (3) Given the product [CH3:19][Si:18]([C:16]#[C:17][C:2]1[S:3][C:4]2[CH:10]=[C:9]([C:11]([O:13][CH2:14][CH3:15])=[O:12])[CH:8]=[CH:7][C:5]=2[N:6]=1)([CH3:21])[CH3:20], predict the reactants needed to synthesize it. The reactants are: Br[C:2]1[S:3][C:4]2[CH:10]=[C:9]([C:11]([O:13][CH2:14][CH3:15])=[O:12])[CH:8]=[CH:7][C:5]=2[N:6]=1.[C:16]([Si:18]([CH3:21])([CH3:20])[CH3:19])#[CH:17].C1C=CC(P(C2C=CC=CC=2)C2C=CC=CC=2)=CC=1. (4) Given the product [C:10]([OH:15])(=[O:14])[CH2:11][CH2:12][CH2:37][CH2:36][CH2:35][CH2:34][CH2:33]/[CH:32]=[CH:31]\[CH2:30]/[CH:29]=[CH:28]\[CH2:27][CH2:6][CH2:7][CH2:8][CH3:9].[C:17]([O:22][CH2:2][CH2:1][OH:4])(=[O:21])[C:18]([CH3:20])=[CH2:19], predict the reactants needed to synthesize it. The reactants are: [C:1](O[CH2:6][CH2:7][CH2:8][CH3:9])(=[O:4])[CH:2]=C.[C:10]([O:15]C)(=[O:14])[C:11](C)=[CH2:12].[C:17]([OH:22])(=[O:21])[C:18]([CH3:20])=[CH2:19].S([O-])(O[CH2:27][CH2:28][CH2:29][CH2:30][CH2:31][CH2:32][CH2:33][CH2:34][CH2:35][CH2:36][CH2:37]C)(=O)=O.[Na+]. (5) Given the product [CH3:21][C:22]1[CH:30]=[CH:29][C:25]([C:26]([N:17]2[CH2:16][CH2:15][C:14]3[C:19](=[CH:20][C:11]([C:9]([NH:8][O:7][CH:2]4[CH2:3][CH2:4][CH2:5][CH2:6][O:1]4)=[O:10])=[CH:12][CH:13]=3)[CH2:18]2)=[O:27])=[CH:24][CH:23]=1, predict the reactants needed to synthesize it. The reactants are: [O:1]1[CH2:6][CH2:5][CH2:4][CH2:3][CH:2]1[O:7][NH:8][C:9]([C:11]1[CH:20]=[C:19]2[C:14]([CH2:15][CH2:16][NH:17][CH2:18]2)=[CH:13][CH:12]=1)=[O:10].[CH3:21][C:22]1[CH:30]=[CH:29][C:25]([C:26](O)=[O:27])=[CH:24][CH:23]=1.C1C=CC2N(O)N=NC=2C=1.C(Cl)CCl. (6) Given the product [Cl:22][C:23]1[CH:28]=[CH:27][C:26]([NH:29][C:30](=[O:31])[O:14][C:11]2[CH:12]=[C:13]3[C:8]([CH2:7][CH2:6][CH2:5][N:4]3[CH2:1][C:2]#[CH:3])=[CH:9][CH:10]=2)=[CH:25][CH:24]=1, predict the reactants needed to synthesize it. The reactants are: [CH2:1]([N:4]1[C:13]2[C:8](=[CH:9][CH:10]=[C:11]([OH:14])[CH:12]=2)[CH2:7][CH2:6][CH2:5]1)[C:2]#[CH:3].C(N(CC)CC)C.[Cl:22][C:23]1[CH:28]=[CH:27][C:26]([N:29]=[C:30]=[O:31])=[CH:25][CH:24]=1. (7) Given the product [C:1]([C:5]1[N:10]=[C:9]([NH:11][CH2:12][C:13]2[O:14][CH:15]=[CH:16][CH:17]=2)[C:8]([C:18]([N:20]([CH2:36][CH:37]([CH3:39])[CH3:38])[CH:21]2[CH2:26][CH:25]([CH:27]=[O:28])[CH2:24][N:23]([C:29]([O:31][C:32]([CH3:35])([CH3:34])[CH3:33])=[O:30])[CH2:22]2)=[O:19])=[CH:7][N:6]=1)([CH3:4])([CH3:3])[CH3:2], predict the reactants needed to synthesize it. The reactants are: [C:1]([C:5]1[N:10]=[C:9]([NH:11][CH2:12][C:13]2[O:14][CH:15]=[CH:16][CH:17]=2)[C:8]([C:18]([N:20]([CH2:36][CH:37]([CH3:39])[CH3:38])[CH:21]2[CH2:26][CH:25]([CH2:27][OH:28])[CH2:24][N:23]([C:29]([O:31][C:32]([CH3:35])([CH3:34])[CH3:33])=[O:30])[CH2:22]2)=[O:19])=[CH:7][N:6]=1)([CH3:4])([CH3:3])[CH3:2].C(N(CC)CC)C. (8) Given the product [OH:11][C:10]1[C:5]2[S:4][CH:3]=[C:2]([NH:1][C:23]([CH:18]3[CH2:22][CH2:21][CH2:20][CH2:19]3)=[O:24])[C:6]=2[N:7]=[C:8]([C:12]2[CH:17]=[CH:16][N:15]=[CH:14][CH:13]=2)[N:9]=1, predict the reactants needed to synthesize it. The reactants are: [NH2:1][C:2]1[C:6]2[N:7]=[C:8]([C:12]3[CH:17]=[CH:16][N:15]=[CH:14][CH:13]=3)[N:9]=[C:10]([OH:11])[C:5]=2[S:4][CH:3]=1.[CH:18]1([C:23](Cl)=[O:24])[CH2:22][CH2:21][CH2:20][CH2:19]1.O.